Dataset: Reaction yield outcomes from USPTO patents with 853,638 reactions. Task: Predict the reaction yield, written as a fraction of the theoretical maximum amount of product (1.0 means a 100% yield; for example, 0.34 means a 34% yield). (1) The reactants are [Cl:1][C:2]1[CH:7]=[CH:6][CH:5]=[CH:4][C:3]=1[N+:8]([O-])=[O:9].[Cl-].[NH4+]. The catalyst is O.[Zn]. The product is [Cl:1][C:2]1[CH:7]=[CH:6][CH:5]=[CH:4][C:3]=1[NH:8][OH:9]. The yield is 0.769. (2) The reactants are FC(F)(F)S(O[C:7]1[CH2:8][C@H:9]2[C:15](=[O:16])[N:14]([CH2:17][O:18][CH2:19][CH2:20][Si:21]([CH3:24])([CH3:23])[CH3:22])[C:13]3[CH:25]=[C:26]([O:31][CH2:32][CH2:33][CH2:34][O:35][C:36]4[C:37]([O:67][CH3:68])=[CH:38][C:39]5[C:45](=[O:46])[N:44]6[CH:47]=[C:48]([C:50]7[CH:55]=[CH:54][C:53]([NH2:56])=[CH:52][CH:51]=7)[CH2:49][C@H:43]6[C:42](=[O:57])[N:41]([CH2:58][O:59][CH2:60][CH2:61][Si:62]([CH3:65])([CH3:64])[CH3:63])[C:40]=5[CH:66]=4)[C:27]([O:29][CH3:30])=[CH:28][C:12]=3[C:11](=[O:69])[N:10]2[CH:70]=1)(=O)=O.[OH2:73]. The catalyst is C(O)C.C1(C)C=CC=CC=1.C1C=CC([P]([Pd]([P](C2C=CC=CC=2)(C2C=CC=CC=2)C2C=CC=CC=2)([P](C2C=CC=CC=2)(C2C=CC=CC=2)C2C=CC=CC=2)[P](C2C=CC=CC=2)(C2C=CC=CC=2)C2C=CC=CC=2)(C2C=CC=CC=2)C2C=CC=CC=2)=CC=1. The product is [NH2:56][C:53]1[CH:54]=[CH:55][C:50]([C:48]2[CH2:49][C@@H:43]3[N:44]([CH:47]=2)[C:45](=[O:46])[C:39]2[CH:38]=[C:37]([O:67][CH3:68])[C:36]([O:35][CH2:34][CH2:33][CH2:32][O:31][C:26]4[C:27]([O:29][CH3:30])=[CH:28][C:12]5[C:11](=[O:69])[N:10]6[CH:70]=[C:7]([C:25]7[CH:13]=[CH:12][C:28]8[O:73][CH2:30][O:29][C:27]=8[CH:26]=7)[CH2:8][C@H:9]6[C:15](=[O:16])[N:14]([CH2:17][O:18][CH2:19][CH2:20][Si:21]([CH3:22])([CH3:23])[CH3:24])[C:13]=5[CH:25]=4)=[CH:66][C:40]=2[N:41]([CH2:58][O:59][CH2:60][CH2:61][Si:62]([CH3:64])([CH3:65])[CH3:63])[C:42]3=[O:57])=[CH:51][CH:52]=1. The yield is 0.710. (3) The reactants are [CH2:1]=[C:2]1[CH2:5][CH:4]([C:6]#[N:7])[CH2:3]1.Cl[C:9]1[C:14]([F:15])=[CH:13][CH:12]=[CH:11][N:10]=1.C[Si]([N-][Si](C)(C)C)(C)C.[Na+]. The yield is 0.900. The product is [F:15][C:14]1[C:9]([C:4]2([C:6]#[N:7])[CH2:5][C:2](=[CH2:1])[CH2:3]2)=[N:10][CH:11]=[CH:12][CH:13]=1. The catalyst is C1(C)C=CC=CC=1. (4) The reactants are Cl.[Cl:2][C:3]1[C:4]([O:32]COC)=[CH:5][C:6]([O:28]COC)=[C:7]([CH:27]=1)[C:8]([N:10]1[CH2:14][CH2:13][CH2:12][CH:11]1[C:15]1[C:16]([CH3:26])=[C:17]([CH:23]=[CH:24][CH:25]=1)[C:18]([NH:20][CH2:21][CH3:22])=[O:19])=[O:9].C([O-])(O)=O.[Na+]. The catalyst is CO. The product is [Cl:2][C:3]1[C:4]([OH:32])=[CH:5][C:6]([OH:28])=[C:7]([CH:27]=1)[C:8]([N:10]1[CH2:14][CH2:13][CH2:12][CH:11]1[C:15]1[C:16]([CH3:26])=[C:17]([CH:23]=[CH:24][CH:25]=1)[C:18]([NH:20][CH2:21][CH3:22])=[O:19])=[O:9]. The yield is 0.937. (5) The reactants are [NH2:1][C:2]1[CH:7]=[CH:6][C:5]([OH:8])=[C:4]([F:9])[CH:3]=1.CC(C)([O-])C.[K+].Cl[C:17]1[CH:22]=[CH:21][N:20]=[C:19]2[CH:23]=[C:24]([C:26]3[N:31]=[CH:30][C:29]([CH2:32][N:33]([CH2:41][CH2:42][O:43][CH3:44])[C:34](=[O:40])[O:35][C:36]([CH3:39])([CH3:38])[CH3:37])=[CH:28][CH:27]=3)[S:25][C:18]=12. The catalyst is CS(C)=O.O. The product is [NH2:1][C:2]1[CH:7]=[CH:6][C:5]([O:8][C:17]2[CH:22]=[CH:21][N:20]=[C:19]3[CH:23]=[C:24]([C:26]4[N:31]=[CH:30][C:29]([CH2:32][N:33]([CH2:41][CH2:42][O:43][CH3:44])[C:34](=[O:40])[O:35][C:36]([CH3:37])([CH3:38])[CH3:39])=[CH:28][CH:27]=4)[S:25][C:18]=23)=[C:4]([F:9])[CH:3]=1. The yield is 0.580. (6) The reactants are Cl[C:2]1[CH:11]=[CH:10][C:5]([C:6]([NH:8][CH3:9])=[O:7])=[CH:4][N:3]=1.[C:12]1([CH3:20])[CH:17]=[CH:16][CH:15]=[CH:14][C:13]=1[Mg]Cl.[NH4+:21].[Cl-].[CH2:23]1[CH2:27]OCC1. No catalyst specified. The product is [CH3:9][NH:8][C:6]([C:5]1[CH:10]([C:13]2[CH:14]=[CH:15][CH:16]=[CH:17][C:12]=2[CH3:20])[CH2:11][C:2]([N:21]2[CH2:23][CH2:27][N:3]([CH3:4])[CH2:2][CH2:11]2)=[N:3][CH:4]=1)=[O:7]. The yield is 0.946. (7) The reactants are [Cl:1][C:2]1[C:19]([F:20])=[CH:18][CH:17]=[C:16]([F:21])[C:3]=1[CH2:4][N:5]1[CH2:10][CH2:9][NH:8][C:7]2[N:11]=[CH:12][C:13](I)=[CH:14][C:6]1=2.B1([C:31]2[CH:36]=[CH:35][C:34]([N:37]3[CH2:42][CH2:41][O:40][CH2:39][CH2:38]3)=[N:33][CH:32]=2)OC(C)(C)C(C)(C)O1. No catalyst specified. The product is [Cl:1][C:2]1[C:19]([F:20])=[CH:18][CH:17]=[C:16]([F:21])[C:3]=1[CH2:4][N:5]1[CH2:10][CH2:9][NH:8][C:7]2[N:11]=[CH:12][C:13]([C:31]3[CH:32]=[N:33][C:34]([N:37]4[CH2:38][CH2:39][O:40][CH2:41][CH2:42]4)=[CH:35][CH:36]=3)=[CH:14][C:6]1=2. The yield is 0.520.